Dataset: Forward reaction prediction with 1.9M reactions from USPTO patents (1976-2016). Task: Predict the product of the given reaction. (1) Given the reactants [OH:1][C:2]1[CH:7]=[CH:6][C:5]([NH:8][C:9](=[O:11])[CH3:10])=[CH:4][CH:3]=1.CC([O-])(C)C.[K+].C1COCC1.[F:23][C:24]1[CH:29]=[C:28]([N+:30]([O-:32])=[O:31])[CH:27]=[C:26](F)[CH:25]=1, predict the reaction product. The product is: [F:23][C:24]1[CH:25]=[C:26]([CH:27]=[C:28]([N+:30]([O-:32])=[O:31])[CH:29]=1)[O:1][C:2]1[CH:3]=[CH:4][C:5]([NH:8][C:9](=[O:11])[CH3:10])=[CH:6][CH:7]=1. (2) Given the reactants [Si]([O:18][CH2:19][C:20]1[CH:21]=[C:22]([C:25]([OH:27])=[O:26])[S:23][CH:24]=1)(C(C)(C)C)(C1C=CC=CC=1)C1C=CC=CC=1.Cl.[CH3:29]O, predict the reaction product. The product is: [OH:18][CH2:19][C:20]1[CH:21]=[C:22]([C:25]([O:27][CH3:29])=[O:26])[S:23][CH:24]=1. (3) Given the reactants F[C:2]1[C:9]([C:10]([F:13])([F:12])[F:11])=[CH:8][CH:7]=[CH:6][C:3]=1[CH:4]=O.O.[NH2:15][NH2:16], predict the reaction product. The product is: [F:11][C:10]([F:13])([F:12])[C:9]1[CH:8]=[CH:7][CH:6]=[C:3]2[C:2]=1[NH:16][N:15]=[CH:4]2. (4) Given the reactants [CH3:1][C:2]1([CH3:13])[C:10](=[O:11])[C:9]2[C:4](=[CH:5][CH:6]=[CH:7][CH:8]=2)[C:3]1=[O:12].[BH4-].[Na+], predict the reaction product. The product is: [OH:12][CH:3]1[C:4]2[C:9](=[CH:8][CH:7]=[CH:6][CH:5]=2)[C:10](=[O:11])[C:2]1([CH3:13])[CH3:1]. (5) The product is: [CH2:26]([N:23]1[CH2:24][CH2:25][CH:20]([NH:19][C:2]2[C:11]3[C:6](=[CH:7][CH:8]=[C:9]([O:12][CH3:13])[CH:10]=3)[C:5]([C:14]3[S:15][CH:16]=[CH:17][CH:18]=3)=[N:4][N:3]=2)[CH2:21][CH2:22]1)[C:27]1[CH:28]=[CH:29][CH:30]=[CH:31][CH:32]=1. Given the reactants Cl[C:2]1[C:11]2[C:6](=[CH:7][CH:8]=[C:9]([O:12][CH3:13])[CH:10]=2)[C:5]([C:14]2[S:15][CH:16]=[CH:17][CH:18]=2)=[N:4][N:3]=1.[NH2:19][CH:20]1[CH2:25][CH2:24][N:23]([CH2:26][C:27]2[CH:32]=[CH:31][CH:30]=[CH:29][CH:28]=2)[CH2:22][CH2:21]1, predict the reaction product. (6) Given the reactants O[CH2:2][CH:3]([CH3:32])[CH2:4][CH2:5][CH2:6][CH2:7][CH2:8][CH2:9][CH2:10][N:11]1[CH2:31][CH2:30][C:14]2([O:19][CH2:18][CH2:17][N:16]([C:20]([C:22]3[N:23]=[C:24]([CH:27]([CH3:29])[CH3:28])[S:25][CH:26]=3)=[O:21])[CH2:15]2)[CH2:13][CH2:12]1.C(Br)(Br)(Br)[Br:34].N1C=CN=C1.C1(P(C2C=CC=CC=2)C2C=CC=CC=2)C=CC=CC=1, predict the reaction product. The product is: [Br:34][CH2:2][CH:3]([CH3:32])[CH2:4][CH2:5][CH2:6][CH2:7][CH2:8][CH2:9][CH2:10][N:11]1[CH2:31][CH2:30][C:14]2([O:19][CH2:18][CH2:17][N:16]([C:20]([C:22]3[N:23]=[C:24]([CH:27]([CH3:29])[CH3:28])[S:25][CH:26]=3)=[O:21])[CH2:15]2)[CH2:13][CH2:12]1. (7) Given the reactants [NH2:1][C:2]1[N:7]=[CH:6][C:5]([C:8]2[CH:9]=[N:10][N:11]([CH:13]3[CH2:18][CH2:17][N:16]([C:19]([O:21][C:22]([CH3:25])([CH3:24])[CH3:23])=[O:20])[CH2:15][CH2:14]3)[CH:12]=2)=[CH:4][C:3]=1[O:26][C@@H:27]([C:29]1[C:34]([Cl:35])=[CH:33][CH:32]=[C:31]([F:36])[C:30]=1[Cl:37])[CH3:28].N1C=CC=CC=1.[C:44](Cl)(=[O:46])[CH3:45], predict the reaction product. The product is: [C:44]([NH:1][C:2]1[N:7]=[CH:6][C:5]([C:8]2[CH:9]=[N:10][N:11]([CH:13]3[CH2:14][CH2:15][N:16]([C:19]([O:21][C:22]([CH3:24])([CH3:23])[CH3:25])=[O:20])[CH2:17][CH2:18]3)[CH:12]=2)=[CH:4][C:3]=1[O:26][C@@H:27]([C:29]1[C:34]([Cl:35])=[CH:33][CH:32]=[C:31]([F:36])[C:30]=1[Cl:37])[CH3:28])(=[O:46])[CH3:45]. (8) Given the reactants [CH2:1]([O:8][C:9]1[C:18](=[O:19])[N:17]2[C:12]([C:13]([CH3:21])([CH3:20])[O:14][CH2:15][CH2:16]2)=[N:11][C:10]=1[C:22]([NH2:24])=O)[C:2]1[CH:7]=[CH:6][CH:5]=[CH:4][CH:3]=1.COC1C=CC(P2(SP(C3C=CC(OC)=CC=3)(=S)S2)=[S:34])=CC=1, predict the reaction product. The product is: [CH2:1]([O:8][C:9]1[C:18](=[O:19])[N:17]2[C:12]([C:13]([CH3:21])([CH3:20])[O:14][CH2:15][CH2:16]2)=[N:11][C:10]=1[C:22](=[S:34])[NH2:24])[C:2]1[CH:7]=[CH:6][CH:5]=[CH:4][CH:3]=1. (9) Given the reactants [O:1]1CCO[CH:2]1[CH2:6][CH2:7][C:8](=[O:15])[CH2:9][CH2:10][C:11]([F:14])([F:13])[F:12].Cl.O1CCOCC1, predict the reaction product. The product is: [F:12][C:11]([F:13])([F:14])[CH2:10][CH2:9][C:8](=[O:15])[CH2:7][CH2:6][CH:2]=[O:1].